Dataset: Forward reaction prediction with 1.9M reactions from USPTO patents (1976-2016). Task: Predict the product of the given reaction. (1) The product is: [Cl:11][C:8]1[CH:9]=[CH:10][C:5]2[N:6]([CH:12]=[C:3]([CH2:2][NH2:13])[N:4]=2)[CH:7]=1. Given the reactants Br[CH2:2][C:3]1[N:4]=[C:5]2[CH:10]=[CH:9][C:8]([Cl:11])=[CH:7][N:6]2[CH:12]=1.[NH3:13], predict the reaction product. (2) Given the reactants [OH:1][C:2]1[CH:3]=[C:4]2[C:9](=[CH:10][CH:11]=1)[C:8](=[O:12])[CH2:7][CH2:6][CH2:5]2.C(=O)([O-])[O-].[K+].[K+].Br.Br[CH2:21][CH2:22][C:23]1[N:24]=[CH:25][NH:26][CH:27]=1.C(Cl)[Cl:29], predict the reaction product. The product is: [ClH:29].[NH:26]1[CH:27]=[C:23]([CH2:22][CH2:21][O:1][C:2]2[CH:3]=[C:4]3[C:9](=[CH:10][CH:11]=2)[C:8](=[O:12])[CH2:7][CH2:6][CH2:5]3)[N:24]=[CH:25]1. (3) The product is: [Br:1][CH:2]([CH2:6][CH3:7])[C:3]([NH:8][C:9]1[CH:14]=[N:13][C:12]([Cl:15])=[CH:11][C:10]=1[Cl:16])=[O:4]. Given the reactants [Br:1][CH:2]([CH2:6][CH3:7])[C:3](Br)=[O:4].[NH2:8][C:9]1[C:10]([Cl:16])=[CH:11][C:12]([Cl:15])=[N:13][CH:14]=1.C(=O)([O-])[O-].[K+].[K+], predict the reaction product.